The task is: Predict the reaction yield, written as a fraction of the theoretical maximum amount of product (1.0 means a 100% yield; for example, 0.34 means a 34% yield).. This data is from Reaction yield outcomes from USPTO patents with 853,638 reactions. The reactants are [NH2:1][C:2]1[C:10]2[C:5](=[N:6][C:7]([C:12]3[CH:17]=[CH:16][C:15]([O:18][CH3:19])=[C:14]([O:20][CH3:21])[CH:13]=3)=[CH:8][C:9]=2[CH3:11])[S:4][C:3]=1[C:22]([NH2:24])=[O:23].Cl[C:26]([O:29]C(Cl)=O)(Cl)Cl.N. The catalyst is O1CCOCC1.O. The product is [CH3:21][O:20][C:14]1[CH:13]=[C:12]([C:7]2[CH:8]=[C:9]([CH3:11])[C:10]3[C:2]4[NH:1][C:26](=[O:29])[NH:24][C:22](=[O:23])[C:3]=4[S:4][C:5]=3[N:6]=2)[CH:17]=[CH:16][C:15]=1[O:18][CH3:19]. The yield is 0.960.